Dataset: Catalyst prediction with 721,799 reactions and 888 catalyst types from USPTO. Task: Predict which catalyst facilitates the given reaction. (1) Reactant: [CH3:1][O:2][CH2:3][C:4]1[CH:5]=[CH:6][C:7]([O:13][C:14]([F:17])([F:16])[F:15])=[C:8]([CH:12]=1)[CH:9]=[N:10]O. Product: [CH3:1][O:2][CH2:3][C:4]1[CH:5]=[CH:6][C:7]([O:13][C:14]([F:15])([F:16])[F:17])=[C:8]([CH2:9][NH2:10])[CH:12]=1. The catalyst class is: 763. (2) Reactant: [CH2:1]([N:3]1[CH2:8][C:7]([CH3:10])([CH3:9])[O:6][C:5](=[O:11])[CH:4]1[CH2:12][C:13]([OH:15])=O)[CH3:2].C(N(C(C)C)CC)(C)C.CN(C(ON1N=NC2C=CC=NC1=2)=[N+](C)C)C.F[P-](F)(F)(F)(F)F.[CH3:49][N:50]1[CH:54]=[CH:53][C:52]([NH2:55])=[N:51]1. Product: [CH2:1]([N:3]1[CH2:8][C:7]([CH3:9])([CH3:10])[O:6][C:5](=[O:11])[CH:4]1[CH2:12][C:13]([NH:55][C:52]1[CH:53]=[CH:54][N:50]([CH3:49])[N:51]=1)=[O:15])[CH3:2]. The catalyst class is: 3. (3) Reactant: [F:1][C:2]1[C:3]([CH2:24][NH:25][CH3:26])=[CH:4][N:5]([S:14]([C:17]2[CH:18]=[N:19][CH:20]=[C:21]([CH3:23])[CH:22]=2)(=[O:16])=[O:15])[C:6]=1[C:7]1[C:8]([F:13])=[N:9][CH:10]=[CH:11][CH:12]=1.[C:27]([OH:34])(=[O:33])/[CH:28]=[CH:29]/[C:30]([OH:32])=[O:31]. Product: [C:27]([OH:34])(=[O:33])/[CH:28]=[CH:29]/[C:30]([OH:32])=[O:31].[F:1][C:2]1[C:3]([CH2:24][NH:25][CH3:26])=[CH:4][N:5]([S:14]([C:17]2[CH:18]=[N:19][CH:20]=[C:21]([CH3:23])[CH:22]=2)(=[O:16])=[O:15])[C:6]=1[C:7]1[C:8]([F:13])=[N:9][CH:10]=[CH:11][CH:12]=1. The catalyst class is: 336.